This data is from Reaction yield outcomes from USPTO patents with 853,638 reactions. The task is: Predict the reaction yield, written as a fraction of the theoretical maximum amount of product (1.0 means a 100% yield; for example, 0.34 means a 34% yield). (1) The reactants are [NH2:1][C:2]1[C:10]([N+:11]([O-:13])=[O:12])=[CH:9][CH:8]=[CH:7][C:3]=1[C:4](O)=[O:5].Cl.CN.C(Cl)CCl.C[CH2:22][N:23](C(C)C)C(C)C. The catalyst is C(Cl)Cl.CN(C=O)C. The product is [NH2:1][C:2]1[C:10]([N+:11]([O-:13])=[O:12])=[CH:9][CH:8]=[CH:7][C:3]=1[C:4]([NH:23][CH3:22])=[O:5]. The yield is 0.740. (2) The catalyst is C1COCC1.C(O)(C)(C)C. The product is [Cl:1][C:2]1[CH:10]=[C:9]2[C:5]([C:6]([CH:34]([F:35])[F:36])=[N:7][N:8]2[S:11]([C:14]2[CH:15]=[CH:16][C:17]([O:32][CH3:33])=[C:18]([N:20]3[CH2:21][CH2:22][NH:23][CH2:24][CH2:25]3)[CH:19]=2)(=[O:13])=[O:12])=[CH:4][CH:3]=1. The yield is 0.590. The reactants are [Cl:1][C:2]1[CH:10]=[C:9]2[C:5]([C:6]([CH:34]([F:36])[F:35])=[N:7][N:8]2[S:11]([C:14]2[CH:15]=[CH:16][C:17]([O:32][CH3:33])=[C:18]([N:20]3[CH2:25][CH2:24][N:23](C(=O)C(F)(F)F)[CH2:22][CH2:21]3)[CH:19]=2)(=[O:13])=[O:12])=[CH:4][CH:3]=1.C(=O)([O-])[O-].[K+].[K+]. (3) The reactants are S(=O)(=O)(O)O.[CH2:6]([O:13][N:14]=[C:15]1[CH2:20][NH:19][C@H:18]([C:21]#[N:22])[CH2:17][CH2:16]1)[C:7]1[CH:12]=[CH:11][CH:10]=[CH:9][CH:8]=1.C(O[BH-](OC(=O)C)OC(=O)C)(=O)C.[Na+].C(=O)([O-])O.[K+]. The catalyst is C(OCC)(=O)C. The product is [CH2:6]([O:13][NH:14][CH:15]1[CH2:20][NH:19][C@H:18]([C:21]#[N:22])[CH2:17][CH2:16]1)[C:7]1[CH:12]=[CH:11][CH:10]=[CH:9][CH:8]=1. The yield is 0.880. (4) The reactants are [OH:1][C:2]1[C:11](=[O:12])[C:10]2[C:5](=[CH:6][C:7]([O:13][CH2:14][C:15]3[CH:20]=[CH:19][CH:18]=[CH:17][CH:16]=3)=[CH:8][CH:9]=2)[O:4][C:3]=1[C:21]1[CH:26]=[CH:25][C:24]([O:27][CH2:28][C:29]2[CH:34]=[CH:33][CH:32]=[CH:31][CH:30]=2)=[C:23]([O:35][CH2:36][C:37]2[CH:42]=[CH:41][CH:40]=[CH:39][CH:38]=2)[CH:22]=1.Br[CH2:44][CH2:45][CH2:46][Cl:47].[Cl-].C(OC1C=C(C=CC=1OCC1C=CC=CC=1)C1OC2C(C(=O)C=1)=CC=C(CCC[N+](C)(C)C)C=2)C1C=CC=CC=1. No catalyst specified. The product is [Cl:47][CH2:46][CH2:45][CH2:44][O:1][C:2]1[C:11](=[O:12])[C:10]2[C:5](=[CH:6][C:7]([O:13][CH2:14][C:15]3[CH:16]=[CH:17][CH:18]=[CH:19][CH:20]=3)=[CH:8][CH:9]=2)[O:4][C:3]=1[C:21]1[CH:26]=[CH:25][C:24]([O:27][CH2:28][C:29]2[CH:30]=[CH:31][CH:32]=[CH:33][CH:34]=2)=[C:23]([O:35][CH2:36][C:37]2[CH:42]=[CH:41][CH:40]=[CH:39][CH:38]=2)[CH:22]=1. The yield is 0.840.